This data is from Reaction yield outcomes from USPTO patents with 853,638 reactions. The task is: Predict the reaction yield, written as a fraction of the theoretical maximum amount of product (1.0 means a 100% yield; for example, 0.34 means a 34% yield). (1) The reactants are [CH3:1][O:2][C:3]1[CH:4]=[C:5]2[C:10](=[CH:11][CH:12]=1)[C:9]([O:13][C:14]1[CH:19]=[CH:18][C:17]([O:20][CH2:21][CH2:22][N:23]3[CH2:28][CH2:27][CH2:26][CH2:25][CH2:24]3)=[CH:16][CH:15]=1)=[C:8]([C:29]1[CH:30]=[C:31]3[C:35](=[CH:36][CH:37]=1)[C:34](=[O:38])[O:33][CH2:32]3)C=C2.COC1C=CC2C(OC3C=CC(OCCN4CCCCC4)=CC=3)=C(Br)[S:46]C=2C=1.C(=O)([O-])[O-].[Na+].[Na+]. The catalyst is O1CCOCC1. The product is [CH3:1][O:2][C:3]1[CH:12]=[CH:11][C:10]2[C:9]([O:13][C:14]3[CH:19]=[CH:18][C:17]([O:20][CH2:21][CH2:22][N:23]4[CH2:28][CH2:27][CH2:26][CH2:25][CH2:24]4)=[CH:16][CH:15]=3)=[C:8]([C:29]3[CH:30]=[C:31]4[C:35](=[CH:36][CH:37]=3)[C:34](=[O:38])[O:33][CH2:32]4)[S:46][C:5]=2[CH:4]=1. The yield is 0.460. (2) The reactants are [Cl:1][C:2]1[NH:7][C:6](=[O:8])[C:5]([F:9])=[CH:4][N:3]=1.[Br:10][C:11]1[CH:18]=[CH:17][CH:16]=[CH:15][C:12]=1[CH2:13]Br. No catalyst specified. The product is [Br:10][C:11]1[CH:18]=[CH:17][CH:16]=[CH:15][C:12]=1[CH2:13][N:7]1[C:6](=[O:8])[C:5]([F:9])=[CH:4][N:3]=[C:2]1[Cl:1]. The yield is 0.110. (3) The reactants are [CH3:1][O:2][C:3]1[CH:27]=[CH:26][C:6]([CH2:7][O:8][C@H:9]([CH2:15][CH2:16][CH2:17][CH2:18][CH2:19][CH2:20][CH2:21][CH2:22][CH2:23][CH2:24][CH3:25])[CH2:10][C:11]([O:13]C)=[O:12])=[CH:5][CH:4]=1.O.[OH-].[Li+].Cl. The catalyst is C1COCC1.CO.CC#N.O. The product is [CH3:1][O:2][C:3]1[CH:4]=[CH:5][C:6]([CH2:7][O:8][C@H:9]([CH2:15][CH2:16][CH2:17][CH2:18][CH2:19][CH2:20][CH2:21][CH2:22][CH2:23][CH2:24][CH3:25])[CH2:10][C:11]([OH:13])=[O:12])=[CH:26][CH:27]=1. The yield is 0.890. (4) The reactants are [C:1](N1C=CN=C1)(N1C=CN=C1)=[O:2].[NH2:13][C:14]1[N:18]([CH3:19])[C:17]2[CH:20]=[CH:21][CH:22]=[CH:23][C:16]=2[N:15]=1.CCN(C(C)C)C(C)C.[CH3:33][C:34]1[C:35]([CH2:40][N:41]([CH2:48][C:49]2[C:54]([CH3:55])=[CH:53][CH:52]=[CH:51][N:50]=2)[CH:42]2[CH2:47][CH2:46][NH:45][CH2:44][CH2:43]2)=[N:36][CH:37]=[CH:38][CH:39]=1. The catalyst is CN(C=O)C. The product is [CH3:19][N:18]1[C:17]2[CH:20]=[CH:21][CH:22]=[CH:23][C:16]=2[N:15]=[C:14]1[NH:13][C:1]([N:45]1[CH2:46][CH2:47][CH:42]([N:41]([CH2:48][C:49]2[C:54]([CH3:55])=[CH:53][CH:52]=[CH:51][N:50]=2)[CH2:40][C:35]2[C:34]([CH3:33])=[CH:39][CH:38]=[CH:37][N:36]=2)[CH2:43][CH2:44]1)=[O:2]. The yield is 0.270. (5) The reactants are [Br:1][C:2]1[C:3]([F:12])=[C:4]2[C:10]([NH2:11])=[CH:9][NH:8][C:5]2=[N:6][CH:7]=1.[CH3:13][O:14][C:15]1[CH:16]=[C:17]([CH:21]=[CH:22][CH:23]=1)[C:18](Cl)=[O:19].C(N(CC)CC)C.[Li+].[OH-]. The catalyst is C(Cl)Cl. The product is [Br:1][C:2]1[C:3]([F:12])=[C:4]2[C:10]([NH:11][C:18](=[O:19])[C:17]3[CH:21]=[CH:22][CH:23]=[C:15]([O:14][CH3:13])[CH:16]=3)=[CH:9][NH:8][C:5]2=[N:6][CH:7]=1. The yield is 0.550. (6) The reactants are Cl[CH2:2][C:3]([NH:5][C:6]1[S:14][C:9]2[CH2:10][O:11][CH2:12][CH2:13][C:8]=2[C:7]=1[C:15]([NH2:17])=[O:16])=[O:4].[CH:18]1([NH2:21])[CH2:20][CH2:19]1. No catalyst specified. The product is [CH:18]1([NH:21][CH2:2][C:3]([NH:5][C:6]2[S:14][C:9]3[CH2:10][O:11][CH2:12][CH2:13][C:8]=3[C:7]=2[C:15]([NH2:17])=[O:16])=[O:4])[CH2:20][CH2:19]1. The yield is 0.610.